Dataset: Antibody developability classification from SAbDab with 2,409 antibodies. Task: Regression/Classification. Given an antibody's heavy chain and light chain sequences, predict its developability. TAP uses regression for 5 developability metrics; SAbDab uses binary classification. (1) The antibody is ['QVQLVQSGAVIKTPGSSVKISCRASGYNFRDYSIHWVRLIPDKGFEWIGWIKPLWGAVSYARQLQGRVSMTRQLSQDPDDPDWGVAYMEFSGLTPADTAEYFCVRRGSCDYCGDFPWQYWGQGTVVVVSS', 'EIVLTQSPGILSLSPGETATLFCKASQGGNAMTWYQKRRGQVPRLLIYDTSRRASGVPDRFVGSGSGTDFFLTINKLDREDFAVYYCQQFEFFGLGSELEVH']. Result: 0 (not developable). (2) The antibody is ['EVQLVESGGGLVKPGGSLKLSCAASGFTFSSYAMSWVRQSPEKRLEWVAEVSSDGSYAYYPDTLTGRFTISRDNAKNTLYLEMTSLRSEDTAMYYCASFNWDVAYWGQGTLVTVSA', 'DIVMTQSPSSLAVSVGEKVTMSCRSSQSLLNTRTRKSYLAWFQQKPGQSPKMLIYWASTRESGVPDRFTGSGSGTDFTLTISSVQAEDLAVYYCKQSYSLYTFGGGTKLEIK']. Result: 0 (not developable). (3) The antibody is ['QVQLQEPGGELVRPGASVKLSCKASGYTFTSYWINWVKQRPGQGLEWIGNIYPSDSYTNYNQKFKDKATLTVDKSSSTAYMQLSSLTSEDSAVYFCARWGYWGQGTLVTVSA', 'DIVLTQSHKFMSTSVGDRVSITCKASQDVGTAVAWYQQKPGQSPKLLIYWASTRHTGVPDRFTGSGSGTDFTLTISNVQSEDLADYFCQQYSSYPLTFGAGTKLELK']. Result: 0 (not developable). (4) The antibody is ['QVQLQESGAEVMKPGASVKISCKATGYTFSTYWIEWVKQRPGHGLEWIGEILPGSGSTYYNEKFKGKATFTADTSSNTAYMQLSSLTSEDSAVYYCARGDGNYGYWGQGTTLTVSS', 'DIELTQSPATLSVTPGDSVSLSCRASQSISNNLHWYQQKSHESPRLLIKYVSQSSSGIPSRFSGSGSGTDFTLSINSVETEDFGMYFCQQSNSWPRTFGGGTKLEIK']. Result: 1 (developable). (5) The antibody is ['EVQLEESGPGLVRPSETLSLSCTVSGFPMSESYFWGWIRQSPGKGLEWLGSVIHTGTTYYRPSLESRLTIAMDPSKNQVSLSLTSVTVADSAMYYCVRIRGGSSNWLDPWGPGIVVTASS', 'ESVWTQPPSVSAAPGQKVTISCSGDDSILRSAFVSWYQQVPGSAPKLVIFDDRQRPSGIPARFSGSNSGTTATLDIAGLQRGDEADYYCAAWNGRLSAFVFGSGTKLEIK']. Result: 0 (not developable).